Task: Predict the reaction yield, written as a fraction of the theoretical maximum amount of product (1.0 means a 100% yield; for example, 0.34 means a 34% yield).. Dataset: Reaction yield outcomes from USPTO patents with 853,638 reactions (1) The reactants are [CH2:1]([O:19][CH:20]([CH2:64][O:65][CH2:66][CH2:67][CH2:68][CH2:69][CH2:70][CH2:71][CH2:72][CH2:73][CH2:74][CH2:75][CH2:76][CH2:77][CH2:78][CH2:79][CH2:80][CH2:81][CH2:82][CH3:83])[CH2:21][O:22][C:23](=[O:63])[NH:24][CH2:25][CH2:26][CH2:27][CH2:28][CH2:29][C:30]([N:32]1[CH2:36][CH:35]([OH:37])[CH2:34][CH:33]1[CH:38]([C:57]1[CH:62]=[CH:61][CH:60]=[CH:59][CH:58]=1)[O:39][CH:40]([C:49]1[CH:54]=[CH:53][C:52]([O:55][CH3:56])=[CH:51][CH:50]=1)[C:41]1[CH:46]=[CH:45][C:44]([O:47][CH3:48])=[CH:43][CH:42]=1)=[O:31])[CH2:2][CH2:3][CH2:4][CH2:5][CH2:6][CH2:7][CH2:8][CH2:9][CH2:10][CH2:11][CH2:12][CH2:13][CH2:14][CH2:15][CH2:16][CH2:17][CH3:18].[C:84]1(=[O:90])[O:89][C:87](=[O:88])[CH2:86][CH2:85]1.C(N(CC)CC)C. The catalyst is CN(C1C=CN=CC=1)C.ClCCl. The product is [CH3:48][O:47][C:44]1[CH:43]=[CH:42][C:41]([CH:40]([C:49]2[CH:50]=[CH:51][C:52]([O:55][CH3:56])=[CH:53][CH:54]=2)[O:39][CH:38]([C:57]2[CH:62]=[CH:61][CH:60]=[CH:59][CH:58]=2)[CH:33]2[N:32]([C:30](=[O:31])[CH2:29][CH2:28][CH2:27][CH2:26][CH2:25][NH:24][C:23]([O:22][CH2:21][CH:20]([O:19][CH2:1][CH2:2][CH2:3][CH2:4][CH2:5][CH2:6][CH2:7][CH2:8][CH2:9][CH2:10][CH2:11][CH2:12][CH2:13][CH2:14][CH2:15][CH2:16][CH2:17][CH3:18])[CH2:64][O:65][CH2:66][CH2:67][CH2:68][CH2:69][CH2:70][CH2:71][CH2:72][CH2:73][CH2:74][CH2:75][CH2:76][CH2:77][CH2:78][CH2:79][CH2:80][CH2:81][CH2:82][CH3:83])=[O:63])[CH2:36][CH:35]([O:37][C:84](=[O:90])[CH2:85][CH2:86][C:87]([OH:89])=[O:88])[CH2:34]2)=[CH:46][CH:45]=1. The yield is 0.470. (2) The reactants are Br[C:2]1[CH:3]=[CH:4][C:5]([O:8][CH3:9])=[N:6][CH:7]=1.CC([O-])(C)C.[K+].C1C=CC(P(C2C(C3C(P(C4C=CC=CC=4)C4C=CC=CC=4)=CC=C4C=3C=CC=C4)=C3C(C=CC=C3)=CC=2)C2C=CC=CC=2)=CC=1.[F:62][C:63]1[CH:68]=[CH:67][C:66]([NH:69][CH3:70])=[CH:65][CH:64]=1. The catalyst is CN(C=O)C.CC([O-])=O.CC([O-])=O.[Pd+2]. The product is [F:62][C:63]1[CH:68]=[CH:67][C:66]([N:69]([CH3:70])[C:2]2[CH:7]=[N:6][C:5]([O:8][CH3:9])=[CH:4][CH:3]=2)=[CH:65][CH:64]=1. The yield is 0.0800. (3) The reactants are [CH3:1][O:2][C:3](=[O:25])[C@H:4]([NH:14][C:15]([O:17][CH2:18][C:19]1[CH:24]=[CH:23][CH:22]=[CH:21][CH:20]=1)=[O:16])[CH2:5][C:6]1[CH:11]=[CH:10][C:9]([NH2:12])=[C:8]([NH2:13])[CH:7]=1.C(N(CC)CC)C.[C:33](N1C=CN=C1)(N1C=CN=C1)=[O:34]. The catalyst is O1CCCC1. The product is [CH3:1][O:2][C:3]([C@H:4]([NH:14][C:15](=[O:16])[O:17][CH2:18][C:19]1[CH:24]=[CH:23][CH:22]=[CH:21][CH:20]=1)[CH2:5][C:6]1[CH:11]=[CH:10][C:9]2[NH:12][C:33](=[O:34])[NH:13][C:8]=2[CH:7]=1)=[O:25]. The yield is 0.590. (4) The reactants are Br[CH2:2][C:3]([C:5]1[CH:10]=[CH:9][C:8]([NH:11][C:12](=[O:14])[CH3:13])=[CH:7][CH:6]=1)=[O:4].C(N(CC)CC)C.[Cl:22][C:23]1[CH:28]=[C:27]([Cl:29])[CH:26]=[CH:25][C:24]=1[CH2:30][NH:31][CH3:32]. The catalyst is O1CCOCC1. The product is [Cl:22][C:23]1[CH:28]=[C:27]([Cl:29])[CH:26]=[CH:25][C:24]=1[CH2:30][N:31]([CH3:32])[CH2:2][C:3]([C:5]1[CH:10]=[CH:9][C:8]([NH:11][C:12](=[O:14])[CH3:13])=[CH:7][CH:6]=1)=[O:4]. The yield is 0.840. (5) The reactants are [C:1]([C:5]1[CH:10]=[CH:9][C:8]([N+:11]([O-:13])=[O:12])=[CH:7][C:6]=1[OH:14])([CH3:4])([CH3:3])[CH3:2].[C:15]([O-])([O-])=O.[K+].[K+].CI. The catalyst is CN(C=O)C.O. The product is [C:1]([C:5]1[CH:10]=[CH:9][C:8]([N+:11]([O-:13])=[O:12])=[CH:7][C:6]=1[O:14][CH3:15])([CH3:4])([CH3:2])[CH3:3]. The yield is 0.760. (6) The reactants are [CH2:1](I)[CH3:2].[Br:4][C:5]1[CH:10]=[CH:9][C:8]([CH2:11][C@H:12]([OH:17])[C:13]([O:15][CH3:16])=[O:14])=[CH:7][CH:6]=1. The catalyst is C(OC(C)C)(C)C.[Ag-]=O.[Ag]=O. The product is [Br:4][C:5]1[CH:6]=[CH:7][C:8]([CH2:11][C@H:12]([O:17][CH2:1][CH3:2])[C:13]([O:15][CH3:16])=[O:14])=[CH:9][CH:10]=1. The yield is 0.790.